From a dataset of Experimentally validated miRNA-target interactions with 360,000+ pairs, plus equal number of negative samples. Binary Classification. Given a miRNA mature sequence and a target amino acid sequence, predict their likelihood of interaction. (1) The miRNA is hsa-miR-4482-3p with sequence UUUCUAUUUCUCAGUGGGGCUC. The protein sequence of the target gene is MSRRKQAKPQHFQSDPEVASLPRRDGDTEKGQPSRPTKSKDAHVCGRCCAEFFELSDLLLHKKNCTKNQLVLIVNENPASPPETFSPSPPPDNPDEQMNDTVNKTDQVDCSDLSEHNGLDREESMEVEAPVANKSGSGTSSGSHSSTAPSSSSSSSSSSGGGGSSSTGTSAITTSLPQLGDLTTLGNFSVINSNVIIENLQSTKVAVAQFSQEARCGGASGGKLAVPALMEQLLALQQQQIHQLQLIEQIRHQILLLASQNADLPTSSSPSQGTLRTSANPLSTLSSHLSQQLAAAAGLA.... Result: 1 (interaction). (2) The miRNA is hsa-miR-1246 with sequence AAUGGAUUUUUGGAGCAGG. The protein sequence of the target gene is MAELLASAGSACSWDFPRAPPSFPPPAASRGGLGGTRSFRPHRGAESPRPGRDRDGVRVPMASSRCPAPRGCRCLPGASLAWLGTVLLLLADWVLLRTALPRIFSLLVPTALPLLRVWAVGLSRWAVLWLGACGVLRATVGSKSENAGAQGWLAALKPLAAALGLALPGLALFRELISWGAPGSADSTRLLHWGSHPTAFVVSYAAALPAAALWHKLGSLWVPGGQGGSGNPVRRLLGCLGSETRRLSLFLVLVVLSSLGEMAIPFFTGRLTDWILQDGSADTFTRNLTLMSILTIASAV.... Result: 0 (no interaction). (3) The miRNA is hsa-miR-567 with sequence AGUAUGUUCUUCCAGGACAGAAC. The protein sequence of the target gene is MNSLSEANTKFMFDLFQQFRKSKENNIFYSPISITSALGMVLLGAKDNTAQQISKVLHFDQVTENTTEKAATYHVDRSGNVHHQFQKLLTEFNKSTDAYELKIANKLFGEKTYQFLQEYLDAIKKFYQTSVESTDFANAPEESRKKINSWVESQTNEKIKNLFPDGTIGNDTTLVLVNAIYFKGQWENKFKKENTKEEKFWPNKNTYKSVQMMRQYNSFNFALLEDVQAKVLEIPYKGKDLSMIVLLPNEIDGLQKLEEKLTAEKLMEWTSLQNMRETCVDLHLPRFKMEESYDLKDTLR.... Result: 0 (no interaction). (4) The miRNA is mmu-miR-465c-3p with sequence GAUCAGGGCCUUUCUAAGUAGA. The protein sequence of the target gene is MEGSLEREAPAGALAAVLKHSSTLPPESTQVRGYDFNRGVNYRALLEAFGTTGFQATNFGRAVQQVNAMIEKKLEPLSQDEDQHADLTQSRRPLTSCTIFLGYTSNLISSGIRETIRYLVQHNMVDVLVTTAGGVEEDLIKCLAPTYLGEFSLRGKELRENGINRIGNLLVPNENYCKFEDWLMPILDQMVMEQNTEGVKWTPSKMIARLGKEINNPESVYYWAQKNHIPVFSPALTDGSLGDMIFFHSYKNPGLVLDIVEDLRLINTQAIFAKCTGMIILGGGVVKHHIANANLMRNGA.... Result: 0 (no interaction). (5) The miRNA is hsa-miR-126-5p with sequence CAUUAUUACUUUUGGUACGCG. The protein sequence of the target gene is MEFPDHSRHLLQCLSEQRHQGFLCDCTVLVGDAQFRAHRAVLASCSMYFHLFYKDQLDKRDIVHLNSDIVTAPAFALLLEFMYEGKLQFKDLPIEDVLAAASYLHMYDIVKVCKKKLKEKATTEADSTKKEEDASSCSDKVESLSDGSSHIAGDLPSDEDEGEDEKLNILPSKRDLAAEPGNMWMRLPSDSAGIPQAGGEAEPHATAAGKTVASPCSSTESLSQRSVTSVRDSADVDCVLDLSVKSSLSGVENLNSSYFSSQDVLRSNLVQVKVEKEASCDESDVGTNDYDMEHSTVKES.... Result: 1 (interaction). (6) Result: 0 (no interaction). The miRNA is hsa-miR-1286 with sequence UGCAGGACCAAGAUGAGCCCU. The protein sequence of the target gene is MVSKLTSLQQELLSALLSSGVTKEVLIQALEELLPSPNFGVKLETLPLSPGSGADLDTKPVFHTLTNGHAKGRLSGDEGSEDGDDYDTPPILKELQALNTEEAAEQRAEVDRMLSEDPWRAAKMIKGYMQQHNIPQREVVDVTGLNQSHLSQHLNKGTPMKTQKRAALYTWYVRKQREILRQFNQTVQSSGNMTDKSSQDQLLFLFPEFSQQNQGPGQSEDTCSEPTNKKMRRNRFKWGPASQQILYQAYDRQKNPSKEEREALVEECNRAECLQRGVSPSKAHGLGSNLVTEVRVYNWF.... (7) The miRNA is mmu-miR-15a-5p with sequence UAGCAGCACAUAAUGGUUUGUG. The protein sequence of the target gene is MIRTNFLLKQGRRHESKDKSSKRHKSEEHNDKEHSSDKGRERLNSSENGEDRHKRKERKSSRGRSHSRSRSRERRHRSRSRERKKSRSRSRDRKKSRSRSRDRKKSRSRSRDRKRRIRTRSRSRSRHRHRTRSRSRSRSRSRDRKKRIEKPRRFSRSLSRTPSPPPFRGRNTAMDAQEALARRLERAKKLQEQREKEMVEKQKQQEMAAAAAATGGSVLNVAALLASGTQVTPQIAMAAQMAALQAKALAETGIAVPSYYNPAAVNPMKFAEQEKKRKMLWQGKKEGDKSQSAEIWEKLN.... Result: 1 (interaction). (8) The miRNA is mmu-miR-674-5p with sequence GCACUGAGAUGGGAGUGGUGUA. The protein sequence of the target gene is MSGSSAAPGPGSGSSPAACRFAHYFVLCGIDADSGLEPDELAGENFDQSPLRRTFKSKVLAHYPQNIEWNPFDQDAVNMLCMPKGLSFRTQADNKEPQFHSFIITREDGSRTYGFVLTFYEEVTSKQICTAMQTLYQMHNAEQYSSVYASSSCSMDSLASSIDEGDATSLLKLQRYNSYDINRDTLYVSKSICLITPLPFMQACKKFLFQLHKAVTSQQPPPLPLESYIHNILYEVPLPPPGRSLKFYGVYEPVICQRPGPNELPLSDYPLREACELLGLENLVQVFTCVLLEMQTLLYS.... Result: 1 (interaction).